From a dataset of Peptide-MHC class I binding affinity with 185,985 pairs from IEDB/IMGT. Regression. Given a peptide amino acid sequence and an MHC pseudo amino acid sequence, predict their binding affinity value. This is MHC class I binding data. (1) The peptide sequence is AEPPFGDSYV. The MHC is HLA-B40:01 with pseudo-sequence HLA-B40:01. The binding affinity (normalized) is 0.359. (2) The peptide sequence is LTMKAIEKDR. The MHC is HLA-A11:01 with pseudo-sequence HLA-A11:01. The binding affinity (normalized) is 0.479. (3) The peptide sequence is DLAQDPMLI. The MHC is HLA-A03:01 with pseudo-sequence HLA-A03:01. The binding affinity (normalized) is 0.0847. (4) The peptide sequence is DIMLPESDL. The MHC is HLA-A02:02 with pseudo-sequence HLA-A02:02. The binding affinity (normalized) is 0.0919. (5) The peptide sequence is DFPIFNQRY. The MHC is HLA-A69:01 with pseudo-sequence HLA-A69:01. The binding affinity (normalized) is 0.0847. (6) The peptide sequence is FVDGVPFVV. The MHC is HLA-A11:01 with pseudo-sequence HLA-A11:01. The binding affinity (normalized) is 0.0309.